The task is: Predict the reactants needed to synthesize the given product.. This data is from Full USPTO retrosynthesis dataset with 1.9M reactions from patents (1976-2016). (1) Given the product [C:26]([C:23]1[CH:24]=[CH:25][C:13]([NH:12][C:10]([C:7]2[C:6]3[CH:28]=[C:2]([NH:1][C:33]([CH:29]4[CH2:32][CH2:31][CH2:30]4)=[O:34])[CH:3]=[CH:4][C:5]=3[O:9][N:8]=2)=[O:11])=[C:14]([CH:22]=1)[C:15]([OH:17])=[O:16])#[N:27], predict the reactants needed to synthesize it. The reactants are: [NH2:1][C:2]1[CH:3]=[CH:4][C:5]2[O:9][N:8]=[C:7]([C:10]([NH:12][C:13]3[CH:25]=[CH:24][C:23]([C:26]#[N:27])=[CH:22][C:14]=3[C:15]([O:17]C(C)(C)C)=[O:16])=[O:11])[C:6]=2[CH:28]=1.[CH:29]1([C:33](Cl)=[O:34])[CH2:32][CH2:31][CH2:30]1. (2) Given the product [Cl:1][C:2]1[CH:7]=[N:6][N:5]([CH2:18][C:19]([N:21]([C:24]2[CH:34]=[CH:33][C:27]3[O:28][C:29]([F:31])([F:32])[O:30][C:26]=3[CH:25]=2)[CH2:22][CH3:23])=[O:20])[C:4](=[O:8])[C:3]=1[C:9]1[CH:14]=[CH:13][CH:12]=[CH:11][CH:10]=1, predict the reactants needed to synthesize it. The reactants are: [Cl:1][C:2]1[CH:7]=[N:6][NH:5][C:4](=[O:8])[C:3]=1[C:9]1[CH:14]=[CH:13][CH:12]=[CH:11][CH:10]=1.[H-].[Na+].Br[CH2:18][C:19]([N:21]([C:24]1[CH:34]=[CH:33][C:27]2[O:28][C:29]([F:32])([F:31])[O:30][C:26]=2[CH:25]=1)[CH2:22][CH3:23])=[O:20]. (3) Given the product [Cl:1][C:2]1[CH:3]=[CH:4][C:5]([O:6][C:7]2[C:15]3[C:10](=[CH:11][CH:12]=[C:13]([S:29]([CH3:33])(=[O:31])=[O:28])[CH:14]=3)[N:9]([CH2:18][C:19]([O:21][CH3:22])=[O:20])[C:8]=2[CH3:23])=[CH:24][CH:25]=1, predict the reactants needed to synthesize it. The reactants are: [Cl:1][C:2]1[CH:25]=[CH:24][C:5]([O:6][C:7]2[C:15]3[C:10](=[CH:11][CH:12]=[C:13](SC)[CH:14]=3)[N:9]([CH2:18][C:19]([O:21][CH3:22])=[O:20])[C:8]=2[CH3:23])=[CH:4][CH:3]=1.[Na].O[O:28][S:29]([O-:31])=O.[K+].[CH3:33]C(C)=O. (4) Given the product [CH2:24]([O:23][C:21]([C:20]1[C:19]([CH3:26])=[N:1][C:2]2[C:3]([C:4]=1[NH2:5])=[C:6]([O:10][CH2:11][CH:12]1[CH2:17][CH2:16][CH2:15][CH2:14][CH2:13]1)[CH:7]=[CH:8][CH:9]=2)=[O:22])[CH3:25], predict the reactants needed to synthesize it. The reactants are: [NH2:1][C:2]1[CH:9]=[CH:8][CH:7]=[C:6]([O:10][CH2:11][CH:12]2[CH2:17][CH2:16][CH2:15][CH2:14][CH2:13]2)[C:3]=1[C:4]#[N:5].O=[C:19]([CH3:26])[CH2:20][C:21]([O:23][CH2:24][CH3:25])=[O:22].